This data is from Catalyst prediction with 721,799 reactions and 888 catalyst types from USPTO. The task is: Predict which catalyst facilitates the given reaction. Reactant: COC1C=C2C([C@H]3[C@@](O)(C2)COC2C=C(O)C=CC3=2)=CC=1OC.N#N.[CH3:26][O:27][C:28]([C:30]1[CH:34]=[C:33](Br)[O:32][C:31]=1[CH3:36])=[O:29].CC1(C)C(C)(C)OB([C:45]2[CH:50]=[CH:49][C:48]([NH2:51])=[CH:47][CH:46]=2)O1.C(=O)(O)[O-].[Na+]. Product: [CH3:26][O:27][C:28]([C:30]1[CH:34]=[C:33]([C:45]2[CH:50]=[CH:49][C:48]([NH2:51])=[CH:47][CH:46]=2)[O:32][C:31]=1[CH3:36])=[O:29]. The catalyst class is: 104.